Dataset: Full USPTO retrosynthesis dataset with 1.9M reactions from patents (1976-2016). Task: Predict the reactants needed to synthesize the given product. (1) The reactants are: [Cl:1][C:2]1[CH:3]=[C:4]([N:9]2[C:13](=[O:14])/[C:12](=[CH:15]\[C:16]3[CH:23]=[CH:22][C:19]([C:20]#[N:21])=[CH:18][CH:17]=3)/[N:11]([CH3:24])[C:10]2=[O:25])[CH:5]=[C:6]([Cl:8])[CH:7]=1.NCC(O)=O.[CH2:31]1N2CN3CN(C2)[CH2:33][N:32]1C3.Cl. Given the product [ClH:1].[Cl:1][C:2]1[CH:3]=[C:4]([N:9]2[C:13](=[O:14])[C@@:12]3([C@H:15]([C:16]4[CH:17]=[CH:18][C:19]([C:20]#[N:21])=[CH:22][CH:23]=4)[CH2:33][NH:32][CH2:31]3)[N:11]([CH3:24])[C:10]2=[O:25])[CH:5]=[C:6]([Cl:8])[CH:7]=1, predict the reactants needed to synthesize it. (2) Given the product [CH2:29]([N:30]([CH2:33][CH3:34])[CH2:31][CH2:32][N:12]1[CH:13]=[C:8]([C:5]2[CH:4]=[CH:3][C:2]([F:1])=[CH:7][CH:6]=2)[C:9](=[O:19])[C:10]([C:14]([O:16][CH2:17][CH3:18])=[O:15])=[CH:11]1)[CH3:28], predict the reactants needed to synthesize it. The reactants are: [F:1][C:2]1[CH:7]=[CH:6][C:5]([C:8]2[C:9](=[O:19])[C:10]([C:14]([O:16][CH2:17][CH3:18])=[O:15])=[CH:11][NH:12][CH:13]=2)=[CH:4][CH:3]=1.C(=O)([O-])[O-].[Cs+].[Cs+].Br.Br[CH2:28][CH2:29][N:30]([CH2:33][CH3:34])[CH2:31][CH3:32].Cl. (3) Given the product [CH:55]([N:52]1[CH2:51][CH2:50][N:49]([C:46]2[CH:1]=[CH:44][C:43]([NH:42][C:36]3[C:37]4[N:38]([N:39]=[CH:40][N:41]=4)[C:33]([C:66]4[CH:67]=[C:68]([C:71]([NH2:73])=[O:72])[O:69][CH:70]=4)=[CH:34][N:35]=3)=[CH:48][CH:47]=2)[CH2:54][CH2:53]1)([CH3:56])[CH3:57], predict the reactants needed to synthesize it. The reactants are: [CH3:1]N1CCN(C2C=CC(NC3C4N(N=CN=4)C(C4C=C(C(N)=O)SC=4)=CN=3)=CC=2)CC1.Br[C:33]1[N:38]2[N:39]=[CH:40][N:41]=[C:37]2[C:36]([NH:42][C:43]2[CH:44]=N[C:46]([N:49]3[CH2:54][CH2:53][N:52]([CH:55]([CH3:57])[CH3:56])[CH2:51][CH2:50]3)=[CH:47][CH:48]=2)=[N:35][CH:34]=1.CC1(C)C(C)(C)OB([C:66]2[CH:67]=[C:68]([C:71]([NH2:73])=[O:72])[O:69][CH:70]=2)O1.C([O-])([O-])=O.[Na+].[Na+]. (4) Given the product [CH3:10][O:9][C:8]1[CH:7]=[C:6]([C:19]2[S:18][CH:22]=[CH:21][CH:20]=2)[CH:5]=[C:4]([O:16][CH3:17])[C:3]=1[CH:1]=[O:2], predict the reactants needed to synthesize it. The reactants are: [CH:1]([C:3]1[C:8]([O:9][CH3:10])=[CH:7][C:6](OS(C)(=O)=O)=[CH:5][C:4]=1[O:16][CH3:17])=[O:2].[S:18]1[CH:22]=[CH:21][CH:20]=[C:19]1B(O)O.P([O-])([O-])([O-])=O.[K+].[K+].[K+]. (5) Given the product [NH2:1][C:2]1[N:3]=[C:4]([O:20][CH2:21][C:22]2[CH:27]=[CH:26][CH:25]=[CH:24][CH:23]=2)[C:5]2[N:10]([CH2:11][O:12][CH2:13][C:14]3[CH:19]=[CH:18][CH:17]=[CH:16][CH:15]=3)[CH:9]=[C:8]([Br:28])[C:6]=2[N:7]=1, predict the reactants needed to synthesize it. The reactants are: [NH2:1][C:2]1[N:3]=[C:4]([O:20][CH2:21][C:22]2[CH:27]=[CH:26][CH:25]=[CH:24][CH:23]=2)[C:5]2[N:10]([CH2:11][O:12][CH2:13][C:14]3[CH:19]=[CH:18][CH:17]=[CH:16][CH:15]=3)[CH:9]=[CH:8][C:6]=2[N:7]=1.[Br:28]N1C(=O)CCC1=O. (6) Given the product [OH:16][C@H:17]([CH3:47])[C@H:18]([N:30]1[CH2:46][CH2:45][CH2:44][C:31]21[C:34](=[O:35])[N:33]([CH2:36][C:37](=[O:43])[N:38]1[CH2:39][CH2:40][CH2:41][CH2:42]1)[CH2:32]2)[C:19]([NH2:21])=[O:20], predict the reactants needed to synthesize it. The reactants are: C(O)(=O)C.C(O)(=O)C.IC1C=CC=CC=1.[OH:16][C@@H:17]([CH3:47])[C@@H:18]([N:30]1[CH2:46][CH2:45][CH2:44][C:31]21[C:34](=[O:35])[N:33]([CH2:36][C:37](=[O:43])[N:38]1[CH2:42][CH2:41][CH2:40][CH2:39]1)[CH2:32]2)[C:19]([NH:21]C1C=CC(OC)=CC=1)=[O:20].